From a dataset of Reaction yield outcomes from USPTO patents with 853,638 reactions. Predict the reaction yield, written as a fraction of the theoretical maximum amount of product (1.0 means a 100% yield; for example, 0.34 means a 34% yield). (1) The reactants are FC(F)(F)S(O[C:7]1[CH:8]=[CH:9][CH:10]=[C:11]2[C:16]=1[N:15]=[C:14]([C:17]1[N:21]3[CH:22]=[CH:23][C:24]([O:26][CH2:27][CH2:28][O:29][CH3:30])=[CH:25][C:20]3=[N:19][CH:18]=1)[CH:13]=[CH:12]2)(=O)=O.[F:33][C@H:34]1[C@@H:39]([NH:40][C:41](=[O:50])[O:42][CH2:43][C:44]2[CH:49]=[CH:48][CH:47]=[CH:46][CH:45]=2)[CH2:38][CH2:37][NH:36][CH2:35]1.C(=O)([O-])[O-].[Cs+].[Cs+]. The catalyst is C1(C)C=CC=CC=1.C(Cl)(Cl)Cl.C1C=CC(/C=C/C(/C=C/C2C=CC=CC=2)=O)=CC=1.C1C=CC(/C=C/C(/C=C/C2C=CC=CC=2)=O)=CC=1.C1C=CC(/C=C/C(/C=C/C2C=CC=CC=2)=O)=CC=1.[Pd].[Pd]. The product is [F:33][C@H:34]1[C@@H:39]([NH:40][C:41](=[O:50])[O:42][CH2:43][C:44]2[CH:49]=[CH:48][CH:47]=[CH:46][CH:45]=2)[CH2:38][CH2:37][N:36]([C:7]2[CH:8]=[CH:9][CH:10]=[C:11]3[C:16]=2[N:15]=[C:14]([C:17]2[N:21]4[CH:22]=[CH:23][C:24]([O:26][CH2:27][CH2:28][O:29][CH3:30])=[CH:25][C:20]4=[N:19][CH:18]=2)[CH:13]=[CH:12]3)[CH2:35]1. The yield is 0.600. (2) The reactants are F[C:2]1[CH:7]=[CH:6][CH:5]=[CH:4][C:3]=1[C:8](=O)[CH:9]([C:12]1[N:17]=[C:16]2[S:18][C:19]([NH:21][CH:22]([CH3:24])[CH3:23])=[N:20][C:15]2=[CH:14][CH:13]=1)[C:10]#[N:11].[NH2:26][NH2:27]. The catalyst is CCO.CC(O)=O. The product is [NH2:11][C:10]1[NH:27][N:26]=[C:8]([C:3]2[CH:4]=[CH:5][CH:6]=[CH:7][CH:2]=2)[C:9]=1[C:12]1[N:17]=[C:16]2[S:18][C:19]([NH:21][CH:22]([CH3:24])[CH3:23])=[N:20][C:15]2=[CH:14][CH:13]=1. The yield is 0.0130.